This data is from Peptide-MHC class I binding affinity with 185,985 pairs from IEDB/IMGT. The task is: Regression. Given a peptide amino acid sequence and an MHC pseudo amino acid sequence, predict their binding affinity value. This is MHC class I binding data. (1) The peptide sequence is YFYYNAFHW. The MHC is HLA-A24:02 with pseudo-sequence HLA-A24:02. The binding affinity (normalized) is 0.348. (2) The peptide sequence is STVLFGLSY. The MHC is HLA-A23:01 with pseudo-sequence HLA-A23:01. The binding affinity (normalized) is 0. (3) The peptide sequence is KLRGVAPL. The MHC is HLA-A02:01 with pseudo-sequence HLA-A02:01. The binding affinity (normalized) is 0.287.